This data is from Forward reaction prediction with 1.9M reactions from USPTO patents (1976-2016). The task is: Predict the product of the given reaction. (1) Given the reactants [CH2:1]([O:5][CH2:6][CH:7]1[O:9][CH2:8]1)[CH:2]1[O:4][CH2:3]1.[C@H:10]1([CH2:18][OH:19])[CH2:15][CH2:14][C@H:13]([CH2:16][OH:17])[CH2:12][CH2:11]1.[C@H:20]1([CH2:28][OH:29])[CH2:25][CH2:24][CH2:23][C@@H:22]([CH2:26][OH:27])[CH2:21]1, predict the reaction product. The product is: [C@H:20]1([CH2:28][OH:29])[CH2:25][CH2:24][CH2:23][C@H:22]([CH2:26][OH:27])[CH2:21]1.[C@H:10]1([CH2:18][OH:19])[CH2:15][CH2:14][C@@H:13]([CH2:16][OH:17])[CH2:12][CH2:11]1.[CH2:1]([O:5][CH2:6][CH:7]1[O:9][CH2:8]1)[CH:2]1[O:4][CH2:3]1. (2) Given the reactants [Br:1][C:2]1[CH:3]=[C:4]([N:10]=C(C2C=CC=CC=2)C2C=CC=CC=2)[C:5](=[O:9])[N:6]([CH3:8])[CH:7]=1.Cl.O1CCOCC1, predict the reaction product. The product is: [NH2:10][C:4]1[C:5](=[O:9])[N:6]([CH3:8])[CH:7]=[C:2]([Br:1])[CH:3]=1.